From a dataset of Catalyst prediction with 721,799 reactions and 888 catalyst types from USPTO. Predict which catalyst facilitates the given reaction. (1) Reactant: C(OC([N:6]1[CH2:11][CH2:10][N:9]([C:12]2[C:16]3[CH:17]=[C:18]([F:21])[CH:19]=[CH:20][C:15]=3[O:14][CH:13]=2)[CH2:8][CH2:7]1)=O)C.[OH-].[Na+]. Product: [F:21][C:18]1[CH:19]=[CH:20][C:15]2[O:14][CH:13]=[C:12]([N:9]3[CH2:8][CH2:7][NH:6][CH2:11][CH2:10]3)[C:16]=2[CH:17]=1. The catalyst class is: 8. (2) Reactant: C[O:2][C:3](=[O:41])[CH2:4][CH2:5][CH2:6][CH2:7][C:8]#[C:9][C:10]1[CH:15]=[CH:14][C:13]([C:16]([CH2:38][CH3:39])([C:19]2[CH:24]=[CH:23][C:22](/[CH:25]=[CH:26]/[C:27]([OH:36])([C:32]([F:35])([F:34])[F:33])[C:28]([F:31])([F:30])[F:29])=[C:21]([CH3:37])[CH:20]=2)[CH2:17][CH3:18])=[CH:12][C:11]=1[CH3:40].[OH-].[Na+].C(OCC)(=O)C. Product: [CH2:17]([C:16]([C:13]1[CH:14]=[CH:15][C:10]([C:9]#[C:8][CH2:7][CH2:6][CH2:5][CH2:4][C:3]([OH:41])=[O:2])=[C:11]([CH3:40])[CH:12]=1)([C:19]1[CH:24]=[CH:23][C:22](/[CH:25]=[CH:26]/[C:27]([OH:36])([C:32]([F:33])([F:34])[F:35])[C:28]([F:31])([F:29])[F:30])=[C:21]([CH3:37])[CH:20]=1)[CH2:38][CH3:39])[CH3:18]. The catalyst class is: 5.